Dataset: Catalyst prediction with 721,799 reactions and 888 catalyst types from USPTO. Task: Predict which catalyst facilitates the given reaction. (1) Reactant: [CH2:1]([O:3][CH:4]([O:8][CH2:9][CH3:10])[CH2:5][CH2:6][OH:7])[CH3:2].C1C2C(=CC=CC=2)C=CC=1.[K:21]. Product: [K:21].[CH2:1]([O:3][CH:4]([O:8][CH2:9][CH3:10])[CH2:5][CH2:6][OH:7])[CH3:2]. The catalyst class is: 1. (2) Reactant: [F:1][C:2]1[CH:7]=[C:6]([F:8])[C:5]([F:9])=[CH:4][C:3]=1[N:10]1[CH2:15][CH2:14][NH:13][CH2:12][CH2:11]1.Cl[CH2:17][CH2:18][N:19]1[C:28](=[O:29])[CH2:27][C:22]2([CH2:26][CH2:25][CH2:24][CH2:23]2)[CH2:21][C:20]1=[O:30]. Product: [F:1][C:2]1[CH:7]=[C:6]([F:8])[C:5]([F:9])=[CH:4][C:3]=1[N:10]1[CH2:11][CH2:12][N:13]([CH2:17][CH2:18][N:19]2[C:20](=[O:30])[CH2:21][C:22]3([CH2:26][CH2:25][CH2:24][CH2:23]3)[CH2:27][C:28]2=[O:29])[CH2:14][CH2:15]1. The catalyst class is: 28.